Dataset: Full USPTO retrosynthesis dataset with 1.9M reactions from patents (1976-2016). Task: Predict the reactants needed to synthesize the given product. (1) Given the product [CH3:20][C:10]1[C:9]2[C:13](=[CH:14][CH:15]=[C:16]([CH3:17])[C:8]=2[C:6]2[N:7]=[C:2]([O:38][CH2:37][CH2:36][F:35])[C:3]3[CH2:24][N:23]([C:25]4[CH:30]=[C:29]([CH:31]([CH3:32])[CH3:33])[CH:28]=[CH:27][C:26]=4[CH3:34])[CH2:22][CH2:21][C:4]=3[N:5]=2)[NH:12][N:11]=1, predict the reactants needed to synthesize it. The reactants are: Cl[C:2]1[C:3]2[CH2:24][N:23]([C:25]3[CH:30]=[C:29]([CH:31]([CH3:33])[CH3:32])[CH:28]=[CH:27][C:26]=3[CH3:34])[CH2:22][CH2:21][C:4]=2[N:5]=[C:6]([C:8]2[C:16]([CH3:17])=[CH:15][CH:14]=[C:13]3[C:9]=2[C:10]([CH3:20])=[N:11][N:12]3C=O)[N:7]=1.[F:35][CH2:36][CH2:37][OH:38].[H-].[Na+]. (2) The reactants are: [Cl:1][C:2]1[CH:13]=[C:12]([O:14]CC2C=CC=CC=2)[CH:11]=[C:10]([Cl:22])[C:3]=1[O:4][CH2:5][CH2:6][CH2:7][CH2:8][OH:9].[H][H]. Given the product [Cl:1][C:2]1[CH:13]=[C:12]([OH:14])[CH:11]=[C:10]([Cl:22])[C:3]=1[O:4][CH2:5][CH2:6][CH2:7][CH2:8][OH:9], predict the reactants needed to synthesize it. (3) The reactants are: [ClH:1].[NH2:2][CH2:3][CH2:4][N:5]1[N:9]=[N:8][C:7]([N:10]([CH2:31][C:32]2[CH:37]=[C:36]([C:38]([F:41])([F:40])[F:39])[CH:35]=[C:34]([C:42]([F:45])([F:44])[F:43])[CH:33]=2)[C@H:11]2[CH2:17][CH2:16][CH2:15][N:14]([CH2:18][CH:19]3[CH2:21][CH2:20]3)[C:13]3[CH:22]=[C:23]([C:27]([F:30])([F:29])[F:28])[C:24]([CH3:26])=[CH:25][C:12]2=3)=[N:6]1. Given the product [ClH:1].[NH2:2][CH2:3][CH2:4][N:5]1[N:9]=[N:8][C:7]([N:10]([CH2:31][C:32]2[CH:33]=[C:34]([C:42]([F:43])([F:44])[F:45])[CH:35]=[C:36]([C:38]([F:41])([F:40])[F:39])[CH:37]=2)[C@H:11]2[CH2:17][CH2:16][CH2:15][N:14]([CH2:18][CH:19]3[CH2:21][CH2:20]3)[C:13]3[CH:22]=[C:23]([C:27]([F:29])([F:30])[F:28])[C:24]([CH3:26])=[CH:25][C:12]2=3)=[N:6]1, predict the reactants needed to synthesize it. (4) Given the product [CH3:68][O:69][CH2:70][CH2:71][NH:72][C:54]1[CH:55]=[C:56]([C:64]([O:66][CH3:67])=[O:65])[C:57]2[C:62]([CH:63]=1)=[CH:61][CH:60]=[CH:59][CH:58]=2, predict the reactants needed to synthesize it. The reactants are: C(=O)([O-])[O-].[Cs+].[Cs+].C1C=CC(P(C2C(C3C(P(C4C=CC=CC=4)C4C=CC=CC=4)=CC=C4C=3C=CC=C4)=C3C(C=CC=C3)=CC=2)C2C=CC=CC=2)=CC=1.Br[C:54]1[CH:55]=[C:56]([C:64]([O:66][CH3:67])=[O:65])[C:57]2[C:62]([CH:63]=1)=[CH:61][CH:60]=[CH:59][CH:58]=2.[CH3:68][O:69][CH2:70][CH2:71][NH2:72]. (5) Given the product [F:1][C:2]([F:7])([F:6])[C:3]([OH:5])=[O:4].[NH2:43][C@H:44]([C:49]([N:51]1[CH2:78][CH2:77][CH2:76][C@H:52]1[C:53]([NH:55][CH2:56][CH2:57][CH2:58][NH:59][C:60]1[C:73]2[C:72](=[O:74])[C:71]3[C:66](=[CH:67][CH:68]=[CH:69][CH:70]=3)[C:65](=[O:75])[C:64]=2[CH:63]=[CH:62][CH:61]=1)=[O:54])=[O:50])[CH2:45][C:46]1[CH:47]=[CH:33][CH:9]=[CH:10][CH:48]=1, predict the reactants needed to synthesize it. The reactants are: [F:1][C:2]([F:7])([F:6])[C:3]([OH:5])=[O:4].N1CC[CH2:33][C@H:9]1[C:10](NCCCNC1C2C(=O)C3C(=CC=CC=3)C(=O)C=2C=CC=1)=O.FC(F)(F)C(O)=O.[NH2:43][C@H:44]([C:49]([N:51]1[CH2:78][CH2:77][CH2:76][C@@H:52]1[C:53]([NH:55][CH2:56][CH2:57][CH2:58][NH:59][C:60]1[C:73]2[C:72](=[O:74])[C:71]3[C:66](=[CH:67][CH:68]=[CH:69][CH:70]=3)[C:65](=[O:75])[C:64]=2[CH:63]=[CH:62][CH:61]=1)=[O:54])=[O:50])[CH2:45][CH:46]([CH3:48])[CH3:47].